From a dataset of Full USPTO retrosynthesis dataset with 1.9M reactions from patents (1976-2016). Predict the reactants needed to synthesize the given product. (1) Given the product [C:18]([NH:17][C:13]1[CH:12]=[C:11]([CH:8]2[CH2:9][CH2:10][N:5]([CH2:4][CH2:3][C@H:2]([NH:1][C:47]([C:41]3[CH:40]=[N:39][N:38]([C:35]4[CH:36]=[CH:37][C:32]([N+:29]([O-:31])=[O:30])=[CH:33][CH:34]=4)[C:42]=3[C:43]([F:44])([F:45])[F:46])=[O:48])[C:23]3[CH:24]=[CH:25][CH:26]=[CH:27][CH:28]=3)[CH2:6][CH2:7]2)[CH:16]=[CH:15][CH:14]=1)(=[O:22])[CH:19]([CH3:21])[CH3:20], predict the reactants needed to synthesize it. The reactants are: [NH2:1][C@H:2]([C:23]1[CH:28]=[CH:27][CH:26]=[CH:25][CH:24]=1)[CH2:3][CH2:4][N:5]1[CH2:10][CH2:9][CH:8]([C:11]2[CH:12]=[C:13]([NH:17][C:18](=[O:22])[CH:19]([CH3:21])[CH3:20])[CH:14]=[CH:15][CH:16]=2)[CH2:7][CH2:6]1.[N+:29]([C:32]1[CH:37]=[CH:36][C:35]([N:38]2[C:42]([C:43]([F:46])([F:45])[F:44])=[C:41]([C:47](Cl)=[O:48])[CH:40]=[N:39]2)=[CH:34][CH:33]=1)([O-:31])=[O:30]. (2) Given the product [ClH:1].[CH3:22][N:23]1[CH:5]=[C:6]2[C:15]3([O:14][C:13]4[CH:12]=[CH:11][CH:10]=[CH:9][C:8]=4[C:7]2=[N:24]1)[CH2:20][CH2:19][NH:18][CH2:17][CH2:16]3, predict the reactants needed to synthesize it. The reactants are: [ClH:1].C(O/[CH:5]=[C:6]1\[C:7](=O)[C:8]2[C:13]([O:14][C:15]3\1[CH2:20][CH2:19][NH:18][CH2:17][CH2:16]3)=[CH:12][CH:11]=[CH:10][CH:9]=2)C.[CH3:22][NH:23][NH2:24]. (3) Given the product [C:26]([N:18]1[CH2:17][C:14]2([CH2:13][CH2:12][N:11]([CH:8]3[CH2:9][CH2:10][C:5](=[O:4])[CH2:6][CH2:7]3)[CH2:16][CH2:15]2)[C:25]2[C:20](=[CH:21][CH:22]=[CH:23][CH:24]=2)[CH2:19]1)(=[O:28])[CH3:27], predict the reactants needed to synthesize it. The reactants are: O1[C:5]2([CH2:10][CH2:9][CH:8]([N:11]3[CH2:16][CH2:15][C:14]4([C:25]5[C:20](=[CH:21][CH:22]=[CH:23][CH:24]=5)[CH2:19][N:18]([C:26](=[O:28])[CH3:27])[CH2:17]4)[CH2:13][CH2:12]3)[CH2:7][CH2:6]2)[O:4]CC1.[OH-].[K+]. (4) Given the product [NH2:11][C@@H:12]([CH2:17][N:18]([C:25]1[CH:30]=[CH:29][CH:28]=[CH:27][CH:26]=1)[C:19]1[CH:20]=[CH:21][CH:22]=[CH:23][CH:24]=1)[C:13]([O:15][CH3:16])=[O:14], predict the reactants needed to synthesize it. The reactants are: C(OC([NH:11][C@@H:12]([CH2:17][N:18]([C:25]1[CH:30]=[CH:29][CH:28]=[CH:27][CH:26]=1)[C:19]1[CH:24]=[CH:23][CH:22]=[CH:21][CH:20]=1)[C:13]([O:15][CH3:16])=[O:14])=O)C1C=CC=CC=1.[H][H].